Dataset: Antibody paratope prediction from SAbDab with 1,023 antibody chains. Task: Token-level Classification. Given an antibody amino acid sequence, predict which amino acid positions are active in antigen binding. Output is a list of indices for active paratope positions. (1) Given the antibody sequence: DVQLVESGGGLVQPGGSRKLSCAASGFTFMRFGMHWVRQAPEKGLEWVAYISSGSSTIYYADTVKGRFTISRDNPKNTLFLQMTSLRSEDTALYYCARSGGIERYDGTYYVMDYWGQGTSVTVSS, which amino acid positions are active in antigen binding (paratope)? The paratope positions are: [52, 83, 84, 85, 104, 105, 106, 107, 108, 109, 110, 111]. (2) The paratope positions are: [30, 31, 32, 33]. Given the antibody sequence: DIVLTQSPASLAVSLGQRATISCRASESVDNYGISFMSWFQQKPGQPPKLLIYAASNQGSGVPARFSGSGSGTDFSLNIHPMEEDDTAMYFCQQSKEVPLTFGAGTKLELK, which amino acid positions are active in antigen binding (paratope)? (3) The paratope positions are: [52, 83, 84, 85, 104, 105, 106, 107, 108, 109]. Given the antibody sequence: EVQLLESGGGVVQPGRSLRLSCTASGFTFNNYGMHWVRQTPGKGLEWLAVIWFDENNKYYADSVRGRFTISRDNSKNTLFLQMNSLKTEDTAMYYCARDISLVRDAFIYFDFWGLGTLVTVSS, which amino acid positions are active in antigen binding (paratope)? (4) Given the antibody sequence: QEQLVESGGRLVTPGTALTLTCKVSGFSLSGFWLNWVRQAPGKGLEWVGAIYRGSGSEWYASWAKGRFTISDTSTTVTLKLTSPTTEDTATYFCAADTTDNGYFTIWGPGTLVTVSS, which amino acid positions are active in antigen binding (paratope)? The paratope positions are: [52, 81, 82, 83, 102, 103]. (5) Given the antibody sequence: EVQLVQSGAEVKKDLASVKVSCKVSGYTFTDYYMHWVQQAPGKGLEWMGLVDPQEGETTYAEKFQGRVTITADTSTDTAYMELSSLRSEDTAVYYCAKESFGIPHFWGQGTLVTVSS, which amino acid positions are active in antigen binding (paratope)? The paratope positions are: [52, 83, 84, 85]. (6) The paratope positions are: [52, 83, 84, 85, 104]. Given the antibody sequence: QIQLVQSGPGLKKPGQTVKISCKASGYSFTDYGMNWVKQAPGKGLEWMGWINTSNGYTTYGAAFKGRFSFSVDNSASTAYLQLSNLKTADTAVYFCARSWYNRAMDYWGQGTSVTVSS, which amino acid positions are active in antigen binding (paratope)?